This data is from Reaction yield outcomes from USPTO patents with 853,638 reactions. The task is: Predict the reaction yield, written as a fraction of the theoretical maximum amount of product (1.0 means a 100% yield; for example, 0.34 means a 34% yield). (1) The reactants are FC(F)(F)C(O)=O.[Cl:8][C:9]1[CH:10]=[C:11]([CH:15]2[C:19]([C:22]3[CH:27]=[CH:26][C:25]([Cl:28])=[CH:24][CH:23]=3)([C:20]#[N:21])[CH:18]([CH2:29][C:30]([CH3:33])([CH3:32])[CH3:31])[NH:17][C:16]2([CH3:37])[C:34](O)=[O:35])[CH:12]=[CH:13][CH:14]=1.[NH2:38][CH2:39][CH2:40][CH2:41][OH:42].CN(C(ON1N=NC2C=CC=NC1=2)=[N+](C)C)C.F[P-](F)(F)(F)(F)F.CCN(C(C)C)C(C)C. The catalyst is C(Cl)Cl. The product is [OH:42][CH2:41][CH2:40][CH2:39][NH:38][C:34]([C:16]1([CH3:37])[CH:15]([C:11]2[CH:12]=[CH:13][CH:14]=[C:9]([Cl:8])[CH:10]=2)[C:19]([C:22]2[CH:23]=[CH:24][C:25]([Cl:28])=[CH:26][CH:27]=2)([C:20]#[N:21])[CH:18]([CH2:29][C:30]([CH3:33])([CH3:32])[CH3:31])[NH:17]1)=[O:35]. The yield is 0.600. (2) The reactants are S(Cl)([Cl:3])=O.[F:5][C:6]1[CH:11]=[C:10]([O:12][CH:13]2[CH2:16][O:15][CH2:14]2)[CH:9]=[C:8]([F:17])[C:7]=1[N:18]1[CH2:23][CH2:22][N:21](C(OC(C)(C)C)=O)[CH2:20][CH2:19]1. The catalyst is CO. The product is [Cl:3][CH2:14][CH:13]([O:12][C:10]1[CH:11]=[C:6]([F:5])[C:7]([N:18]2[CH2:23][CH2:22][NH:21][CH2:20][CH2:19]2)=[C:8]([F:17])[CH:9]=1)[CH2:16][OH:15]. The yield is 0.600. (3) The reactants are [C-:1]#[N:2].C([Al+]CC)C.C(O)(C)C.[CH3:12][C:13]1[CH:18]=[CH:17][C:16]([S:19](/[N:21]=[CH:22]/[CH:23]2[CH2:28][CH2:27][CH:26]([CH3:29])[CH2:25][CH2:24]2)=[O:20])=[CH:15][CH:14]=1.[NH4+].[Cl-]. The catalyst is C1COCC1. The product is [C:1]([CH:22]([CH:23]1[CH2:28][CH2:27][CH:26]([CH3:29])[CH2:25][CH2:24]1)[NH:21][S:19]([C:16]1[CH:15]=[CH:14][C:13]([CH3:12])=[CH:18][CH:17]=1)=[O:20])#[N:2]. The yield is 0.330. (4) The reactants are C[O:2][C:3]([C:5]1[CH:10]=[C:9]([CH3:11])[C:8]([Br:12])=[CH:7][N:6]=1)=O.[CH3:13][NH2:14]. The catalyst is [Al](C)(C)C. The product is [CH3:13][NH:14][C:3]([C:5]1[CH:10]=[C:9]([CH3:11])[C:8]([Br:12])=[CH:7][N:6]=1)=[O:2]. The yield is 0.650. (5) The reactants are [NH:1]([C:3]1[CH:4]=[C:5]2[C:10](=[CH:11][CH:12]=1)[NH:9][C:8](=[O:13])[CH2:7][CH2:6]2)[NH2:2].[CH:14]1([C:19](=O)[CH2:20][C:21]#[N:22])[CH2:18][CH2:17][CH2:16][CH2:15]1. The catalyst is CCO. The product is [NH2:22][C:21]1[N:1]([C:3]2[CH:4]=[C:5]3[C:10](=[CH:11][CH:12]=2)[NH:9][C:8](=[O:13])[CH2:7][CH2:6]3)[N:2]=[C:19]([CH:14]2[CH2:18][CH2:17][CH2:16][CH2:15]2)[CH:20]=1. The yield is 0.870. (6) The product is [C:6]([O:10][C:11]([NH:13][C:14]1[C:15]([NH:19][C:20](=[O:29])[C:21]2[CH:26]=[CH:25][C:24]([CH2:27][NH:37][CH2:38][CH2:39][CH2:40][N:41]3[CH2:46][CH2:45][O:44][CH2:43][CH2:42]3)=[CH:23][CH:22]=2)=[CH:16][S:17][CH:18]=1)=[O:12])([CH3:9])([CH3:8])[CH3:7]. The catalyst is ClCCl.C(OCC)(=O)C.O.C(#N)C. The reactants are CS(Cl)(=O)=O.[C:6]([O:10][C:11]([NH:13][C:14]1[C:15]([NH:19][C:20](=[O:29])[C:21]2[CH:26]=[CH:25][C:24]([CH2:27]O)=[CH:23][CH:22]=2)=[CH:16][S:17][CH:18]=1)=[O:12])([CH3:9])([CH3:8])[CH3:7].C(N(CC)CC)C.[NH2:37][CH2:38][CH2:39][CH2:40][N:41]1[CH2:46][CH2:45][O:44][CH2:43][CH2:42]1. The yield is 0.390. (7) The reactants are C([O:3][C:4](=[O:20])[C:5]([CH3:19])([CH3:18])[CH2:6][CH2:7][CH2:8][CH2:9][O:10][CH2:11][C:12]1[CH:17]=[CH:16][CH:15]=[CH:14][CH:13]=1)C.[OH-].[K+].O. The catalyst is C(O)C. The product is [CH2:11]([O:10][CH2:9][CH2:8][CH2:7][CH2:6][C:5]([CH3:19])([CH3:18])[C:4]([OH:20])=[O:3])[C:12]1[CH:17]=[CH:16][CH:15]=[CH:14][CH:13]=1. The yield is 0.720.